This data is from Reaction yield outcomes from USPTO patents with 853,638 reactions. The task is: Predict the reaction yield, written as a fraction of the theoretical maximum amount of product (1.0 means a 100% yield; for example, 0.34 means a 34% yield). (1) The reactants are [C:1]([NH:9][C:10]1[N:14]([C@@H:15]2[CH2:20][CH2:19][C@H:18]([C:21]([O:23][CH3:24])=[O:22])[CH2:17][CH2:16]2)[C:13]2[CH:25]=[C:26]([CH2:29]O)[CH:27]=[CH:28][C:12]=2[N:11]=1)(=[O:8])[C:2]1[CH:7]=[CH:6][CH:5]=[CH:4][CH:3]=1.S(Cl)(Cl)=O.[CH3:35][C:36]1([CH3:44])[CH2:41][CH2:40][CH2:39][C:38]([CH3:43])([CH3:42])[NH:37]1. The catalyst is C(Cl)Cl. The product is [C:1]([NH:9][C:10]1[N:14]([C@@H:15]2[CH2:16][CH2:17][C@H:18]([C:21]([O:23][CH3:24])=[O:22])[CH2:19][CH2:20]2)[C:13]2[CH:25]=[C:26]([CH2:29][N:37]3[C:38]([CH3:43])([CH3:42])[CH2:39][CH2:40][CH2:41][C:36]3([CH3:44])[CH3:35])[CH:27]=[CH:28][C:12]=2[N:11]=1)(=[O:8])[C:2]1[CH:3]=[CH:4][CH:5]=[CH:6][CH:7]=1. The yield is 0.308. (2) The reactants are [C:1]1([CH3:11])[CH:6]=CC(S(O)(=O)=O)=C[CH:2]=1.[NH2:12][CH:13]([C:16]#[N:17])[C:14]#[N:15].C[CH2:19][N:20](CC)CC.C(OCC)(OCC)OCC.C(N)C(C)C. The catalyst is C1COCC1. The product is [NH2:15][C:14]1[N:20]([CH2:6][CH:1]([CH3:2])[CH3:11])[CH:19]=[N:12][C:13]=1[C:16]#[N:17]. The yield is 0.650. (3) The reactants are [S:1]1[CH:5]=[CH:4][C:3]([N:6](C(OC(C)(C)C)=O)NC(OC(C)(C)C)=O)=[CH:2]1.[N:22]1([S:27]([C:30]2[CH:35]=[CH:34][CH:33]=[CH:32][C:31]=2[CH2:36][CH2:37][C:38](=O)[CH3:39])(=[O:29])=[O:28])[CH2:26][CH2:25][CH2:24][CH2:23]1.C([O-])(O)=O.[Na+]. The catalyst is C(O)C. The product is [CH3:39][C:38]1[NH:6][C:3]2[CH:4]=[CH:5][S:1][C:2]=2[C:37]=1[CH2:36][C:31]1[CH:32]=[CH:33][CH:34]=[CH:35][C:30]=1[S:27]([N:22]1[CH2:26][CH2:25][CH2:24][CH2:23]1)(=[O:29])=[O:28]. The yield is 0.140. (4) The reactants are [Br:1][C:2]1[CH:10]=[C:6]([C:7]([OH:9])=O)[C:5]([OH:11])=[CH:4][CH:3]=1.[NH2:12][C:13]1[CH:17]=[C:16]([C:18]2[CH:23]=[CH:22][CH:21]=[CH:20][CH:19]=2)[NH:15][N:14]=1. No catalyst specified. The product is [Br:1][C:2]1[CH:3]=[CH:4][C:5]([OH:11])=[C:6]([CH:10]=1)[C:7]([NH:12][C:13]1[CH:17]=[C:16]([C:18]2[CH:23]=[CH:22][CH:21]=[CH:20][CH:19]=2)[NH:15][N:14]=1)=[O:9]. The yield is 0.0920.